This data is from Forward reaction prediction with 1.9M reactions from USPTO patents (1976-2016). The task is: Predict the product of the given reaction. (1) Given the reactants [Cl:1][C:2]1[C:3]([CH3:10])=[C:4]([NH2:9])[C:5]([NH2:8])=[N:6][CH:7]=1.[CH3:11][CH2:12][C:13](=O)[CH2:14][CH3:15].C(O[BH-](OC(=O)C)OC(=O)C)(=O)C.[Na+], predict the reaction product. The product is: [Cl:1][C:2]1[C:3]([CH3:10])=[C:4]([NH:9][CH:13]([CH2:14][CH3:15])[CH2:12][CH3:11])[C:5]([NH2:8])=[N:6][CH:7]=1. (2) Given the reactants Cl[C:2]1[CH:3]=[C:4]([CH:8]=[CH:9][CH:10]=1)[N:5]([CH3:7])[CH3:6].[C:11]([C:15]1[CH:20]=[CH:19][CH:18]=[CH:17][CH:16]=1)(=[O:14])[CH2:12][CH3:13].C(O[Na])(C)(C)C, predict the reaction product. The product is: [CH3:6][N:5]([C:4]1[CH:3]=[C:2]([CH:12]([CH3:13])[C:11]([C:15]2[CH:20]=[CH:19][CH:18]=[CH:17][CH:16]=2)=[O:14])[CH:10]=[CH:9][CH:8]=1)[CH3:7]. (3) The product is: [F:18][C:19]([F:27])([F:28])[C:20]1[CH:21]=[C:22]([NH:23][N:10]=[C:11]2[C:12]([NH2:13])=[N:36][N:35]=[C:14]2[NH2:15])[CH:24]=[CH:25][CH:26]=1. Given the reactants FC(F)(F)C1C=C(N[N:10]=[C:11]([C:14]#[N:15])[C:12]#[N:13])C=CC=1.[F:18][C:19]([F:28])([F:27])[C:20]1[CH:21]=[C:22]([CH:24]=[CH:25][CH:26]=1)[NH2:23].C(#N)CC#N.O.[NH2:35][NH2:36], predict the reaction product. (4) Given the reactants [Cl-].[Cl-].[CH2:3]([O:13][CH2:14][C:15]([CH2:24][O:25][CH2:26][CH2:27][CH2:28][CH2:29][CH2:30][CH2:31][CH2:32][CH2:33][CH2:34][CH3:35])([CH2:20][NH+:21]([CH3:23])[CH3:22])[CH2:16][NH+:17]([CH3:19])[CH3:18])[CH2:4][CH2:5][CH2:6][CH2:7][CH2:8][CH2:9][CH2:10][CH2:11][CH3:12], predict the reaction product. The product is: [CH2:3]([O:13][CH2:14][C:15]([CH2:24][O:25][CH2:26][CH2:27][CH2:28][CH2:29][CH2:30][CH2:31][CH2:32][CH2:33][CH2:34][CH3:35])([CH2:20][N:21]([CH3:22])[CH3:23])[CH2:16][N:17]([CH3:19])[CH3:18])[CH2:4][CH2:5][CH2:6][CH2:7][CH2:8][CH2:9][CH2:10][CH2:11][CH3:12]. (5) Given the reactants [CH2:1]([O:5][C:6]1[CH:11]=[CH:10][CH:9]=[C:8]([Cl:12])[C:7]=1[C:13]#[N:14])[C@@H:2]1[O:4][CH2:3]1.[NH2:15][C:16]([CH3:29])([CH3:28])[CH2:17][C:18]1[CH:19]=[N:20][C:21]2[C:26]([CH:27]=1)=[CH:25][CH:24]=[CH:23][CH:22]=2, predict the reaction product. The product is: [ClH:12].[ClH:12].[OH:4][C@@H:2]([CH2:1][O:5][C:6]1[CH:11]=[CH:10][CH:9]=[C:8]([Cl:12])[C:7]=1[C:13]#[N:14])[CH2:3][NH:15][C:16]([CH3:29])([CH3:28])[CH2:17][C:18]1[CH:19]=[N:20][C:21]2[C:26]([CH:27]=1)=[CH:25][CH:24]=[CH:23][CH:22]=2. (6) Given the reactants [CH:1]([O:14][CH:15]1[CH2:20][CH2:19][NH:18][CH2:17][CH2:16]1)([C:8]1[CH:13]=[CH:12][CH:11]=[CH:10][CH:9]=1)[C:2]1[CH:7]=[CH:6][CH:5]=[CH:4][CH:3]=1.Cl[CH2:22][C:23]1[O:27][C:26]([C:28]([O:30][CH3:31])=[O:29])=[CH:25][CH:24]=1.C(=O)([O-])[O-].[K+].[K+].C(#N)C, predict the reaction product. The product is: [CH:1]([O:14][CH:15]1[CH2:20][CH2:19][N:18]([CH2:22][C:23]2[O:27][C:26]([C:28]([O:30][CH3:31])=[O:29])=[CH:25][CH:24]=2)[CH2:17][CH2:16]1)([C:8]1[CH:13]=[CH:12][CH:11]=[CH:10][CH:9]=1)[C:2]1[CH:3]=[CH:4][CH:5]=[CH:6][CH:7]=1.